Predict the reactants needed to synthesize the given product. From a dataset of Full USPTO retrosynthesis dataset with 1.9M reactions from patents (1976-2016). (1) The reactants are: C1(P(C2C=CC=CC=2)C2C=CC3C(=CC=CC=3)C=2C2C3C(=CC=CC=3)C=CC=2P(C2C=CC=CC=2)C2C=CC=CC=2)C=CC=CC=1.I[C:48]1[CH:53]=[CH:52][C:51]([O:54][CH:55]2[CH2:60][CH2:59][N:58]([CH:61]([CH3:63])[CH3:62])[CH2:57][CH2:56]2)=[CH:50][CH:49]=1.[N:64]1([C:70]([O:72][C:73]([CH3:76])([CH3:75])[CH3:74])=[O:71])[CH2:69][CH2:68][NH:67][CH2:66][CH2:65]1.CC(C)([O-])C.[Na+]. Given the product [CH3:62][CH:61]([N:58]1[CH2:59][CH2:60][CH:55]([O:54][C:51]2[CH:52]=[CH:53][C:48]([N:67]3[CH2:66][CH2:65][N:64]([C:70]([O:72][C:73]([CH3:76])([CH3:75])[CH3:74])=[O:71])[CH2:69][CH2:68]3)=[CH:49][CH:50]=2)[CH2:56][CH2:57]1)[CH3:63], predict the reactants needed to synthesize it. (2) Given the product [Br:1][C:2]1[CH:3]=[CH:4][C:5]([F:31])=[C:6]([C@@:8]2([CH3:18])[N:19]([CH2:20][C:21]3[CH:26]=[CH:25][C:24]([O:27][CH3:28])=[CH:23][C:22]=3[O:29][CH3:30])[C:15](=[O:17])[C:11]3([CH2:14][CH2:13][CH2:12]3)[S:10][CH2:9]2)[CH:7]=1, predict the reactants needed to synthesize it. The reactants are: [Br:1][C:2]1[CH:3]=[CH:4][C:5]([F:31])=[C:6]([C@:8]([NH:19][CH2:20][C:21]2[CH:26]=[CH:25][C:24]([O:27][CH3:28])=[CH:23][C:22]=2[O:29][CH3:30])([CH3:18])[CH2:9][S:10][C:11]2([C:15]([OH:17])=O)[CH2:14][CH2:13][CH2:12]2)[CH:7]=1.C(N(C(C)C)CC)(C)C.CCCP1(OP(CCC)(=O)OP(CCC)(=O)O1)=O. (3) Given the product [CH3:1][C:2]1[C:3]([C:7]([O:9][CH3:10])=[O:8])=[CH:4][S:5][CH:6]=1, predict the reactants needed to synthesize it. The reactants are: [CH3:1][C:2]1[C:3]([C:7]([OH:9])=[O:8])=[CH:4][S:5][CH:6]=1.[CH3:10]O.OS(O)(=O)=O.